From a dataset of Forward reaction prediction with 1.9M reactions from USPTO patents (1976-2016). Predict the product of the given reaction. (1) The product is: [F:30][C:31]1[CH:36]=[CH:35][C:34]([CH2:37][O:38][C:39]2[CH:47]=[CH:46][C:45]([CH:48]=[O:49])=[CH:44][C:40]=2[C:41]([NH:7][C:3]2[CH:2]=[N:1][CH:6]=[CH:5][CH:4]=2)=[O:42])=[CH:33][CH:32]=1. Given the reactants [N:1]1[CH:6]=[CH:5][CH:4]=[C:3]([NH2:7])[CH:2]=1.C(Cl)CCl.C1C=CC2N(O)N=NC=2C=1.C(N1CCOCC1)C.[F:30][C:31]1[CH:36]=[CH:35][C:34]([CH2:37][O:38][C:39]2[CH:47]=[CH:46][C:45]([CH:48]=[O:49])=[CH:44][C:40]=2[C:41](O)=[O:42])=[CH:33][CH:32]=1, predict the reaction product. (2) Given the reactants Cl[C:2]1[C:7]([C:8]([O:10][CH2:11][CH3:12])=[O:9])=[CH:6][N:5]=[C:4]([Cl:13])[CH:3]=1.[NH2:14][C:15]1[CH:20]=[CH:19][CH:18]=[CH:17][CH:16]=1, predict the reaction product. The product is: [Cl:13][C:4]1[CH:3]=[C:2]([NH:14][C:15]2[CH:20]=[CH:19][CH:18]=[CH:17][CH:16]=2)[C:7]([C:8]([O:10][CH2:11][CH3:12])=[O:9])=[CH:6][N:5]=1. (3) Given the reactants [NH:1]1[C:9]2[C:4](=[CH:5][C:6]([S:10]([N:13]3[CH2:18][CH2:17][N:16]([C:19]([O:21][C:22]([CH3:25])([CH3:24])[CH3:23])=[O:20])[CH2:15][CH2:14]3)(=[O:12])=[O:11])=[CH:7][CH:8]=2)[CH2:3][CH2:2]1.[C:26](O[C:26]([O:28][C:29]([CH3:32])([CH3:31])[CH3:30])=[O:27])([O:28][C:29]([CH3:32])([CH3:31])[CH3:30])=[O:27].CC1C=CN=C(N)C=1C, predict the reaction product. The product is: [C:22]([O:21][C:19]([N:16]1[CH2:15][CH2:14][N:13]([S:10]([C:6]2[CH:5]=[C:4]3[C:9](=[CH:8][CH:7]=2)[N:1]([C:26]([O:28][C:29]([CH3:32])([CH3:31])[CH3:30])=[O:27])[CH:2]=[CH:3]3)(=[O:12])=[O:11])[CH2:18][CH2:17]1)=[O:20])([CH3:25])([CH3:24])[CH3:23]. (4) Given the reactants [Cl:1][C:2]1[CH:7]=[CH:6][CH:5]=[C:4]([F:8])[C:3]=1[C:9]1[CH:10]=[C:11]2[C:15](=[CH:16][CH:17]=1)[NH:14][CH:13]=[C:12]2[C:18]1[N:23]=[C:22]([O:24][C@@H:25]2[CH2:30][CH2:29][CH2:28][N:27](C(OC(C)(C)C)=O)[CH2:26]2)[CH:21]=[N:20][CH:19]=1.[C:38]([OH:44])([C:40]([F:43])([F:42])[F:41])=[O:39], predict the reaction product. The product is: [F:41][C:40]([F:43])([F:42])[C:38]([OH:44])=[O:39].[F:41][C:40]([F:43])([F:42])[C:38]([OH:44])=[O:39].[Cl:1][C:2]1[CH:7]=[CH:6][CH:5]=[C:4]([F:8])[C:3]=1[C:9]1[CH:10]=[C:11]2[C:15](=[CH:16][CH:17]=1)[NH:14][CH:13]=[C:12]2[C:18]1[CH:19]=[N:20][CH:21]=[C:22]([O:24][C@@H:25]2[CH2:30][CH2:29][CH2:28][NH:27][CH2:26]2)[N:23]=1. (5) Given the reactants [C:1]1(=O)[CH2:4][CH2:3][CH2:2]1.C(O)(=O)C.[CH2:10]([O:12][C:13](=[O:21])[CH2:14][CH:15]1[CH2:20][CH2:19][NH:18][CH2:17][CH2:16]1)[CH3:11].C(O[BH-](OC(=O)C)OC(=O)C)(=O)C.[Na+].C(=O)(O)[O-].[Na+], predict the reaction product. The product is: [CH2:10]([O:12][C:13](=[O:21])[CH2:14][CH:15]1[CH2:20][CH2:19][N:18]([CH:1]2[CH2:4][CH2:3][CH2:2]2)[CH2:17][CH2:16]1)[CH3:11]. (6) Given the reactants [Cl:1][C:2]1[C:3]2[CH:10]=[CH:9][N:8]([C@@H:11]3[O:26][C@H:25]([CH2:27][O:28]CC4C=CC(Cl)=CC=4Cl)[C@@H:14]([O:15]CC4C=CC(Cl)=CC=4Cl)[C@@:12]3([CH3:38])[OH:13])[C:4]=2[N:5]=[CH:6][N:7]=1.B(Cl)(Cl)Cl, predict the reaction product. The product is: [Cl:1][C:2]1[C:3]2[CH:10]=[CH:9][N:8]([C@@H:11]3[O:26][C@H:25]([CH2:27][OH:28])[C@@H:14]([OH:15])[C@@:12]3([CH3:38])[OH:13])[C:4]=2[N:5]=[CH:6][N:7]=1.